From a dataset of Forward reaction prediction with 1.9M reactions from USPTO patents (1976-2016). Predict the product of the given reaction. (1) Given the reactants [CH2:1]([O:3][C:4]([C:6]1([NH:11][C:12]([CH:14]2[CH2:18][CH:17]([O:19][C:20]3[CH:25]=[C:24]([C:26]([CH3:29])([CH3:28])[CH3:27])[N:23]=[C:22]([O:30][CH3:31])[N:21]=3)[CH2:16][CH:15]2[C:32](=[O:41])[N:33]([CH2:35][CH2:36][CH2:37][CH2:38][CH:39]=C)[CH3:34])=[O:13])[CH2:8][CH:7]1[CH:9]=C)=[O:5])[CH3:2], predict the reaction product. The product is: [CH2:1]([O:3][C:4]([C:6]12[CH2:8][CH:7]1[CH:9]=[CH:39][CH2:38][CH2:37][CH2:36][CH2:35][N:33]([CH3:34])[C:32](=[O:41])[CH:15]1[CH:14]([CH2:18][CH:17]([O:19][C:20]3[CH:25]=[C:24]([C:26]([CH3:28])([CH3:29])[CH3:27])[N:23]=[C:22]([O:30][CH3:31])[N:21]=3)[CH2:16]1)[C:12](=[O:13])[NH:11]2)=[O:5])[CH3:2]. (2) Given the reactants Cl[CH2:2][C:3]1[N:4]=[C:5]2[CH:10]=[CH:9][C:8]([F:11])=[CH:7][N:6]2[CH:12]=1.[F:13][C:14]1[CH:46]=[N:45][C:17]2[N:18]([C:38]3[CH:43]=[CH:42][CH:41]=[C:40]([I:44])[CH:39]=3)[C:19](=[O:37])[N:20]([C@@H:23]3[CH2:28][CH2:27][C@H:26]([NH:29][C:30](=[O:36])[O:31][C:32]([CH3:35])([CH3:34])[CH3:33])[CH2:25][CH2:24]3)[C:21](=[O:22])[C:16]=2[CH:15]=1.CCN(C(C)C)C(C)C.C(=O)(OC(C)(C)C)OC(C)(C)C, predict the reaction product. The product is: [F:11][C:8]1[CH:9]=[CH:10][C:5]2[N:6]([CH:12]=[C:3]([CH2:2][N:29]([C@H:26]3[CH2:25][CH2:24][C@@H:23]([N:20]4[C:21](=[O:22])[C:16]5[CH:15]=[C:14]([F:13])[CH:46]=[N:45][C:17]=5[N:18]([C:38]5[CH:43]=[CH:42][CH:41]=[C:40]([I:44])[CH:39]=5)[C:19]4=[O:37])[CH2:28][CH2:27]3)[C:30](=[O:36])[O:31][C:32]([CH3:35])([CH3:34])[CH3:33])[N:4]=2)[CH:7]=1. (3) The product is: [F:1][C:2]([F:42])([F:41])[C:3]1[CH:4]=[C:5]([C@H:13]2[O:17][C:16](=[O:18])[N:15]([CH2:19][C:20]3[C:25]([C:26]4[C:27]([O:33][CH3:34])=[N:28][CH:29]=[C:30]([C:46]5[S:45][C:44]([CH3:43])=[N:48][C:47]=5[CH3:49])[CH:31]=4)=[CH:24][N:23]=[C:22]([N:35]4[CH2:38][CH:37]([F:39])[CH2:36]4)[N:21]=3)[C@H:14]2[CH3:40])[CH:6]=[C:7]([C:9]([F:12])([F:11])[F:10])[CH:8]=1. Given the reactants [F:1][C:2]([F:42])([F:41])[C:3]1[CH:4]=[C:5]([C@H:13]2[O:17][C:16](=[O:18])[N:15]([CH2:19][C:20]3[C:25]([C:26]4[C:27]([O:33][CH3:34])=[N:28][CH:29]=[C:30](Cl)[CH:31]=4)=[CH:24][N:23]=[C:22]([N:35]4[CH2:38][CH:37]([F:39])[CH2:36]4)[N:21]=3)[C@H:14]2[CH3:40])[CH:6]=[C:7]([C:9]([F:12])([F:11])[F:10])[CH:8]=1.[CH3:43][C:44]1[S:45][C:46](B2OC(C)(C)C(C)(C)O2)=[C:47]([CH3:49])[N:48]=1.C([O-])([O-])=O.[K+].[K+].O1CCOCC1.O, predict the reaction product. (4) The product is: [CH2:57]([S:59]([OH:62])(=[O:61])=[O:60])[CH3:58].[C:1]([O:4][CH2:5][CH2:6][O:7][C:8]1[C:9]([F:56])=[C:10]([C@@H:16]([NH:39][C:40]2[CH:41]=[CH:42][C:43]([C:46]([NH2:55])=[N:47][C:48]([O:50][CH2:51][C:52]([CH3:54])=[CH2:53])=[O:49])=[CH:44][CH:45]=2)[C:17]2[N:18]=[C:19]([O:28][CH2:29][O:30][C:31](=[O:38])[C:32]([CH3:37])([CH3:36])[CH2:33][O:34][CH3:35])[N:20]([C:22]3[N:27]=[CH:26][CH:25]=[CH:24][N:23]=3)[N:21]=2)[CH:11]=[C:12]([O:14][CH3:15])[CH:13]=1)(=[O:3])[CH3:2]. Given the reactants [C:1]([O:4][CH2:5][CH2:6][O:7][C:8]1[C:9]([F:56])=[C:10]([C@@H:16]([NH:39][C:40]2[CH:45]=[CH:44][C:43]([C:46]([NH2:55])=[N:47][C:48]([O:50][CH2:51][C:52]([CH3:54])=[CH2:53])=[O:49])=[CH:42][CH:41]=2)[C:17]2[N:18]=[C:19]([O:28][CH2:29][O:30][C:31](=[O:38])[C:32]([CH3:37])([CH3:36])[CH2:33][O:34][CH3:35])[N:20]([C:22]3[N:27]=[CH:26][CH:25]=[CH:24][N:23]=3)[N:21]=2)[CH:11]=[C:12]([O:14][CH3:15])[CH:13]=1)(=[O:3])[CH3:2].[CH2:57]([S:59]([OH:62])(=[O:61])=[O:60])[CH3:58], predict the reaction product. (5) Given the reactants [F:1][C:2]([F:30])([F:29])[C:3]1[N:7]=[C:6]([C:8]2[C:9]3[CH2:28][CH2:27][CH2:26][CH2:25][CH2:24][C:10]=3[S:11][C:12]=2[NH:13][C:14]([C:16]2[CH2:20][CH2:19][CH2:18][C:17]=2[C:21]([OH:23])=[O:22])=[O:15])[O:5][N:4]=1.[CH:31]12CCC(C[CH2:36]1)C1C(OC(=O)[C:32]2=1)=O, predict the reaction product. The product is: [F:30][C:2]([F:1])([F:29])[C:3]1[N:7]=[C:6]([C:8]2[C:9]3[CH2:28][CH2:27][CH2:26][CH2:25][CH2:24][C:10]=3[S:11][C:12]=2[NH:13][C:14]([C:16]2[CH:36]3[CH2:20][CH2:19][CH:18]([CH2:32][CH2:31]3)[C:17]=2[C:21]([OH:23])=[O:22])=[O:15])[O:5][N:4]=1. (6) Given the reactants Br[C:2]1[CH:26]=[CH:25][C:5]([CH2:6][N:7]2[CH2:15][C:14]3[C:9](=[C:10]([O:16][C@@H:17]4[CH2:22][CH2:21][CH2:20][CH2:19][C@H:18]4[OH:23])[CH:11]=[CH:12][CH:13]=3)[C:8]2=[O:24])=[CH:4][CH:3]=1.CC1(C)C(C)(C)OB([C:35]2[CH:36]=[N:37][N:38](C(OC(C)(C)C)=O)[CH:39]=2)O1.C(=O)([O-])[O-].[Na+].[Na+].O, predict the reaction product. The product is: [OH:23][C@@H:18]1[CH2:19][CH2:20][CH2:21][CH2:22][C@H:17]1[O:16][C:10]1[CH:11]=[CH:12][CH:13]=[C:14]2[C:9]=1[C:8](=[O:24])[N:7]([CH2:6][C:5]1[CH:25]=[CH:26][C:2]([C:35]3[CH:36]=[N:37][NH:38][CH:39]=3)=[CH:3][CH:4]=1)[CH2:15]2.